The task is: Predict the reaction yield, written as a fraction of the theoretical maximum amount of product (1.0 means a 100% yield; for example, 0.34 means a 34% yield).. This data is from Reaction yield outcomes from USPTO patents with 853,638 reactions. (1) The reactants are [Br:1]Br.[CH:3]1([C:6]2[CH:11]=[CH:10][CH:9]=[CH:8][C:7]=2[OH:12])[CH2:5][CH2:4]1. The catalyst is C(Cl)Cl. The product is [Br:1][C:10]1[CH:9]=[CH:8][C:7]([OH:12])=[C:6]([CH:3]2[CH2:5][CH2:4]2)[CH:11]=1. The yield is 0.950. (2) The reactants are [N+:1]([C:4]1[C:13]2[C:8](=[CH:9][CH:10]=[CH:11][CH:12]=2)[CH:7]=[CH:6][C:5]=1[CH:14]=O)([O-:3])=[O:2].[C:16](Br)(Br)([Br:18])[Br:17].C1C=CC(P(C2C=CC=CC=2)C2C=CC=CC=2)=CC=1.CCCCCC. The catalyst is C(Cl)Cl. The product is [Br:17][C:16]([Br:18])=[CH:14][C:5]1[CH:6]=[CH:7][C:8]2[C:13](=[CH:12][CH:11]=[CH:10][CH:9]=2)[C:4]=1[N+:1]([O-:3])=[O:2]. The yield is 0.820.